Dataset: Reaction yield outcomes from USPTO patents with 853,638 reactions. Task: Predict the reaction yield, written as a fraction of the theoretical maximum amount of product (1.0 means a 100% yield; for example, 0.34 means a 34% yield). (1) The reactants are [NH2:1][CH2:2][C:3]1[C:8]([CH2:9][CH3:10])=[N:7][C:6]2[N:11]([CH2:14][CH3:15])[N:12]=[CH:13][C:5]=2[C:4]=1[NH:16][CH:17]1[CH2:22][CH2:21][O:20][CH2:19][CH2:18]1.[CH3:23][O:24][C:25]([C:27]1[CH:28]=[C:29]([CH:33]=[CH:34][CH:35]=1)[C:30](O)=[O:31])=[O:26].CN(C(ON1N=NC2C=CC=CC1=2)=[N+](C)C)C.F[P-](F)(F)(F)(F)F.CCN(CC)CC. The catalyst is C(Cl)Cl. The product is [CH2:14]([N:11]1[C:6]2=[N:7][C:8]([CH2:9][CH3:10])=[C:3]([CH2:2][NH:1][C:30]([C:29]3[CH:28]=[C:27]([CH:35]=[CH:34][CH:33]=3)[C:25]([O:24][CH3:23])=[O:26])=[O:31])[C:4]([NH:16][CH:17]3[CH2:18][CH2:19][O:20][CH2:21][CH2:22]3)=[C:5]2[CH:13]=[N:12]1)[CH3:15]. The yield is 0.990. (2) The reactants are [C:1]1([CH3:27])[CH:6]=[CH:5][C:4]([S:7]([CH2:10][CH2:11][O:12][C:13](=[O:26])[CH2:14][O:15][C:16]2[CH:21]=[C:20]([CH3:22])[CH:19]=[C:18]([CH:23]([CH3:25])[CH3:24])[CH:17]=2)(=[O:9])=[O:8])=[CH:3][CH:2]=1.[Cl:28][S:29](O)(=[O:31])=[O:30]. The catalyst is C(Cl)Cl. The product is [C:1]1([CH3:27])[CH:2]=[CH:3][C:4]([S:7]([CH2:10][CH2:11][O:12][C:13](=[O:26])[CH2:14][O:15][C:16]2[CH:21]=[C:20]([CH3:22])[C:19]([S:29]([Cl:28])(=[O:31])=[O:30])=[C:18]([CH:23]([CH3:24])[CH3:25])[CH:17]=2)(=[O:9])=[O:8])=[CH:5][CH:6]=1. The yield is 0.870. (3) The reactants are C(O)C.[C:4]([C:7]1[CH:8]=[CH:9][C:10]([O:30]CC2C=CC=CC=2)=[C:11]([CH:29]=1)[C:12]([NH:14][C:15]1[CH:20]=[C:19]([C:21]([F:24])([F:23])[F:22])[CH:18]=[C:17]([C:25]([F:28])([F:27])[F:26])[CH:16]=1)=[O:13])(=[O:6])[CH3:5]. The catalyst is [Pd].O1CCCC1. The product is [C:4]([C:7]1[CH:8]=[CH:9][C:10]([OH:30])=[C:11]([CH:29]=1)[C:12]([NH:14][C:15]1[CH:16]=[C:17]([C:25]([F:26])([F:27])[F:28])[CH:18]=[C:19]([C:21]([F:22])([F:23])[F:24])[CH:20]=1)=[O:13])(=[O:6])[CH3:5]. The yield is 0.470. (4) The yield is 0.690. The reactants are Br[CH:2]=[C:3]1[C:9]2[CH:10]=[CH:11][CH:12]=[CH:13][C:8]=2[CH2:7][O:6][C:5]2[CH:14]=[C:15]([F:18])[CH:16]=[CH:17][C:4]1=2.[CH:19]([N:22]1[C:26]2[CH:27]=[CH:28][C:29](B(O)O)=[CH:30][C:25]=2[NH:24][C:23]1=[O:34])([CH3:21])[CH3:20].C([O-])([O-])=O.[Na+].[Na+]. The product is [F:18][C:15]1[CH:16]=[CH:17][C:4]2[C:3](=[CH:2][C:29]3[CH:28]=[CH:27][C:26]4[N:22]([CH:19]([CH3:21])[CH3:20])[C:23](=[O:34])[NH:24][C:25]=4[CH:30]=3)[C:9]3[CH:10]=[CH:11][CH:12]=[CH:13][C:8]=3[CH2:7][O:6][C:5]=2[CH:14]=1. The catalyst is C1C=CC([P]([Pd]([P](C2C=CC=CC=2)(C2C=CC=CC=2)C2C=CC=CC=2)([P](C2C=CC=CC=2)(C2C=CC=CC=2)C2C=CC=CC=2)[P](C2C=CC=CC=2)(C2C=CC=CC=2)C2C=CC=CC=2)(C2C=CC=CC=2)C2C=CC=CC=2)=CC=1.O1CCOCC1. (5) The reactants are [Cl:1][C:2]1[C:19]([F:20])=[CH:18][CH:17]=[C:16]([F:21])[C:3]=1[CH2:4][N:5]1[CH2:10][CH2:9][NH:8][C:7]2[N:11]=[CH:12][C:13](I)=[CH:14][C:6]1=2.[CH3:22][N:23]1[CH2:28][CH2:27][N:26]([C:29]2[CH:34]=[CH:33][C:32](B3OC(C)(C)C(C)(C)O3)=[CH:31][N:30]=2)[CH2:25][CH2:24]1. No catalyst specified. The product is [Cl:1][C:2]1[C:19]([F:20])=[CH:18][CH:17]=[C:16]([F:21])[C:3]=1[CH2:4][N:5]1[CH2:10][CH2:9][NH:8][C:7]2[N:11]=[CH:12][C:13]([C:32]3[CH:31]=[N:30][C:29]([N:26]4[CH2:25][CH2:24][N:23]([CH3:22])[CH2:28][CH2:27]4)=[CH:34][CH:33]=3)=[CH:14][C:6]1=2. The yield is 0.160. (6) The catalyst is C1(C)C=CC=CC=1. The reactants are [Cl-].C1([P+](C2C=CC=CC=2)(C2C=CC=CC=2)[CH2:9][S:10][C:11]2[CH:16]=[CH:15][CH:14]=[CH:13][CH:12]=2)C=CC=CC=1.C(=O)([O-])[O-].[K+].[K+].[Cl:35][C:36]1[CH:37]=[C:38]([C:43](=O)[C:44]([F:47])([F:46])[F:45])[CH:39]=[C:40]([Cl:42])[CH:41]=1.O. The yield is 0.990. The product is [C:11]1([S:10][CH:9]=[C:43]([C:38]2[CH:39]=[C:40]([Cl:42])[CH:41]=[C:36]([Cl:35])[CH:37]=2)[C:44]([F:47])([F:46])[F:45])[CH:12]=[CH:13][CH:14]=[CH:15][CH:16]=1. (7) The reactants are O=O.[C:3]([O:7][C:8]([N:10]1[CH2:14][C:13]([C:15]2[CH:20]=[CH:19][C:18]([Cl:21])=[CH:17][CH:16]=2)=[C:12]([C:22]([OH:24])=[O:23])[CH2:11]1)=[O:9])([CH3:6])([CH3:5])[CH3:4].C(N(CC)CC)C.[H][H]. The catalyst is COC(C)(C)C.CO. The product is [C:3]([O:7][C:8]([N:10]1[CH2:14][CH:13]([C:15]2[CH:16]=[CH:17][C:18]([Cl:21])=[CH:19][CH:20]=2)[CH:12]([C:22]([OH:24])=[O:23])[CH2:11]1)=[O:9])([CH3:6])([CH3:4])[CH3:5]. The yield is 0.800. (8) The reactants are CS(C1C=CC([N:11]2C(=O)C=CC(C([O-])=O)=N2)=CC=1)(=O)=O.[C:21]([O:25][C:26]([N:28]1[CH2:33][CH2:32][CH:31]([O:34][C:35]2[C:36]([C:50]([O:52]C)=O)=[N:37][N:38]([C:42]3[CH:43]=[N:44][C:45]([C:48]#[N:49])=[CH:46][CH:47]=3)[C:39](=[O:41])[CH:40]=2)[CH2:30][CH2:29]1)=[O:27])([CH3:24])([CH3:23])[CH3:22]. No catalyst specified. The product is [C:50]([C:36]1[C:35]([O:34][CH:31]2[CH2:32][CH2:33][N:28]([C:26]([O:25][C:21]([CH3:24])([CH3:23])[CH3:22])=[O:27])[CH2:29][CH2:30]2)=[CH:40][C:39](=[O:41])[N:38]([C:42]2[CH:43]=[N:44][C:45]([C:48]#[N:49])=[CH:46][CH:47]=2)[N:37]=1)(=[O:52])[NH2:11]. The yield is 0.770. (9) The reactants are [F:1][C:2]1[CH:3]=[C:4]2[C:8](=[CH:9][CH:10]=1)[N:7]([CH2:11][C:12]([O:14]C(C)(C)C)=[O:13])[C:6]([CH3:19])=[C:5]2[C:20]1[C:29]2[C:24](=[CH:25][CH:26]=[CH:27][CH:28]=2)[C:23](=[O:30])[N:22]([CH2:31][CH2:32][C:33]([OH:36])([CH3:35])[CH3:34])[N:21]=1.C(O)(C(F)(F)F)=O. No catalyst specified. The product is [F:1][C:2]1[CH:3]=[C:4]2[C:8](=[CH:9][CH:10]=1)[N:7]([CH2:11][C:12]([OH:14])=[O:13])[C:6]([CH3:19])=[C:5]2[C:20]1[C:29]2[C:24](=[CH:25][CH:26]=[CH:27][CH:28]=2)[C:23](=[O:30])[N:22]([CH2:31][CH2:32][C:33]([OH:36])([CH3:34])[CH3:35])[N:21]=1. The yield is 0.535. (10) The reactants are [CH3:1][O:2][C:3]1[CH:28]=[N:27][C:6]2[N:7]=[C:8]([N:14]3[CH2:17][CH:16]([N:18](C)[C:19](=O)OC(C)(C)C)[CH2:15]3)[C:9]3[N:10]([CH:11]=[N:12][N:13]=3)[C:5]=2[CH:4]=1.C(O)(C(F)(F)F)=O. The catalyst is C(Cl)Cl. The product is [CH3:1][O:2][C:3]1[CH:28]=[N:27][C:6]2[N:7]=[C:8]([N:14]3[CH2:15][CH:16]([NH:18][CH3:19])[CH2:17]3)[C:9]3[N:10]([CH:11]=[N:12][N:13]=3)[C:5]=2[CH:4]=1. The yield is 0.330.